Dataset: Forward reaction prediction with 1.9M reactions from USPTO patents (1976-2016). Task: Predict the product of the given reaction. Given the reactants CC1(C)C(C)(C)OB([C:9]2[CH:14]=[CH:13][N:12]=[C:11]3[NH:15][C:16]([CH:18]4[CH2:23][CH2:22][N:21](C(OC(C)(C)C)=O)[CH2:20][CH2:19]4)=[CH:17][C:10]=23)O1.[CH2:32]([NH:39][C:40]1[CH:45]=[N:44][CH:43]=[C:42](Br)[N:41]=1)[C:33]1[CH:38]=[CH:37][CH:36]=[CH:35][CH:34]=1.C1(P(C2CCCCC2)C2CCCCC2)CCCCC1.C(=O)([O-])[O-].[Cs+].[Cs+].[F:72][C:73]([F:78])([F:77])[C:74]([OH:76])=[O:75], predict the reaction product. The product is: [CH2:32]([NH:39][C:40]1[CH:45]=[N:44][CH:43]=[C:42]([C:9]2[CH:14]=[CH:13][N:12]=[C:11]3[NH:15][C:16]([CH:18]4[CH2:19][CH2:20][NH:21][CH2:22][CH2:23]4)=[CH:17][C:10]=23)[N:41]=1)[C:33]1[CH:38]=[CH:37][CH:36]=[CH:35][CH:34]=1.[F:72][C:73]([F:78])([F:77])[C:74]([O-:76])=[O:75].